Dataset: Full USPTO retrosynthesis dataset with 1.9M reactions from patents (1976-2016). Task: Predict the reactants needed to synthesize the given product. (1) The reactants are: [NH2:1][C:2]1[C:7]2[N:8]3[CH2:22][CH2:21][N:20]([CH3:23])[C:19](=[O:24])[C:9]3=[C:10]([O:11]CC3C=CC=CC=3)[C:6]=2[C:5](=[O:25])[N:4]([CH2:26][C:27]2[CH:32]=[CH:31][C:30]([F:33])=[CH:29][CH:28]=2)[N:3]=1.B(Br)(Br)Br. Given the product [NH2:1][C:2]1[C:7]2[N:8]3[CH2:22][CH2:21][N:20]([CH3:23])[C:19](=[O:24])[C:9]3=[C:10]([OH:11])[C:6]=2[C:5](=[O:25])[N:4]([CH2:26][C:27]2[CH:32]=[CH:31][C:30]([F:33])=[CH:29][CH:28]=2)[N:3]=1, predict the reactants needed to synthesize it. (2) Given the product [F:1][C:2]1[CH:7]=[CH:6][C:5]([C:8]2[C:18]([CH2:19][C:20]3[N:25]=[C:24]([C:26]([O:28][CH3:29])=[O:27])[CH:23]=[CH:22][CH:21]=3)=[C:11]3[CH:12]=[CH:13][C:14]([O:16][CH3:17])=[CH:15][N:10]3[N:9]=2)=[CH:4][CH:3]=1, predict the reactants needed to synthesize it. The reactants are: [F:1][C:2]1[CH:7]=[CH:6][C:5]([C:8]2[C:18]([CH:19](O)[C:20]3[N:25]=[C:24]([C:26]([O:28][CH3:29])=[O:27])[CH:23]=[CH:22][CH:21]=3)=[C:11]3[CH:12]=[CH:13][C:14]([O:16][CH3:17])=[CH:15][N:10]3[N:9]=2)=[CH:4][CH:3]=1.C([SiH](CC)CC)C.FC(F)(F)C(O)=O.C(=O)(O)[O-].[Na+].